This data is from Forward reaction prediction with 1.9M reactions from USPTO patents (1976-2016). The task is: Predict the product of the given reaction. (1) Given the reactants [CH3:1][S:2]([C:5]1[CH:10]=[CH:9][C:8]([C:11]2[CH:12]=[C:13]3[CH2:19][C@@:18]([CH3:26])([CH:20]4[CH2:25][CH2:24][NH:23][CH2:22][CH2:21]4)[O:17][C:14]3=[CH:15][N:16]=2)=[CH:7][CH:6]=1)(=[O:4])=[O:3].Cl[C:28]([O:30][CH:31]([CH3:33])[CH3:32])=[O:29].C(N(CC)CC)C, predict the reaction product. The product is: [CH:31]([O:30][C:28]([N:23]1[CH2:24][CH2:25][CH:20]([C@@:18]2([CH3:26])[O:17][C:14]3=[CH:15][N:16]=[C:11]([C:8]4[CH:9]=[CH:10][C:5]([S:2]([CH3:1])(=[O:3])=[O:4])=[CH:6][CH:7]=4)[CH:12]=[C:13]3[CH2:19]2)[CH2:21][CH2:22]1)=[O:29])([CH3:33])[CH3:32]. (2) Given the reactants [Cl:1][C:2]1[N:3]([CH2:10][C@@:11]([OH:15])([CH3:14])[CH2:12][OH:13])[CH:4]=[C:5]([N+:7]([O-:9])=[O:8])[N:6]=1.[CH3:16][S:17](Cl)(=[O:19])=[O:18].Cl, predict the reaction product. The product is: [Cl:1][C:2]1[N:3]([CH2:10][C@@:11]([OH:15])([CH3:14])[CH2:12][O:13][S:17]([CH3:16])(=[O:19])=[O:18])[CH:4]=[C:5]([N+:7]([O-:9])=[O:8])[N:6]=1. (3) Given the reactants [F:1][C:2]([F:33])([F:32])[C:3]1[CH:27]=[C:26]([C:28]([F:31])([F:30])[F:29])[CH:25]=[CH:24][C:4]=1[CH2:5][N:6]1[C:14]2[C:9](=[CH:10][C:11]([CH:15]=[C:16]3[S:20][C:19](SC)=[N:18][C:17]3=[O:23])=[CH:12][CH:13]=2)[CH:8]=[N:7]1.[NH:34]1[CH2:39][CH2:38][O:37][CH:36]([C:40]([OH:42])=[O:41])[CH2:35]1, predict the reaction product. The product is: [F:33][C:2]([F:1])([F:32])[C:3]1[CH:27]=[C:26]([C:28]([F:29])([F:31])[F:30])[CH:25]=[CH:24][C:4]=1[CH2:5][N:6]1[C:14]2[C:9](=[CH:10][C:11]([CH:15]=[C:16]3[S:20][C:19]([N:34]4[CH2:39][CH2:38][O:37][CH:36]([C:40]([OH:42])=[O:41])[CH2:35]4)=[N:18][C:17]3=[O:23])=[CH:12][CH:13]=2)[CH:8]=[N:7]1. (4) Given the reactants [OH:1][C:2]1[CH:11]=[CH:10][C:9]([C:12]([N:14]2[CH2:19][CH2:18][O:17][CH2:16][CH2:15]2)=[O:13])=[CH:8][C:3]=1[C:4]([O:6][CH3:7])=[O:5].C(=O)([O-])[O-].[Cs+].[Cs+].[F:26][C:27]1[CH:34]=[CH:33][C:30]([CH2:31]Br)=[CH:29][CH:28]=1, predict the reaction product. The product is: [F:26][C:27]1[CH:34]=[CH:33][C:30]([CH2:31][O:1][C:2]2[CH:11]=[CH:10][C:9]([C:12]([N:14]3[CH2:15][CH2:16][O:17][CH2:18][CH2:19]3)=[O:13])=[CH:8][C:3]=2[C:4]([O:6][CH3:7])=[O:5])=[CH:29][CH:28]=1. (5) Given the reactants Cl[C:2]1[N:11]=[CH:10][C:9]2[N:8]([C:12]3[CH:13]=[C:14]([CH:17]=[CH:18][CH:19]=3)[C:15]#[N:16])[C:7](=[O:20])[C@@H:6]([CH3:21])[N:5]([CH2:22][CH:23]3[CH2:26][CH2:25][CH2:24]3)[C:4]=2[N:3]=1.[NH2:27][C:28]1[CH:29]=[C:30]2[C:34](=[CH:35][CH:36]=1)[NH:33][N:32]=[CH:31]2.FC(F)(F)C(O)=O, predict the reaction product. The product is: [CH:23]1([CH2:22][N:5]2[C:4]3[N:3]=[C:2]([NH:27][C:28]4[CH:29]=[C:30]5[C:34](=[CH:35][CH:36]=4)[NH:33][N:32]=[CH:31]5)[N:11]=[CH:10][C:9]=3[N:8]([C:12]3[CH:13]=[C:14]([CH:17]=[CH:18][CH:19]=3)[C:15]#[N:16])[C:7](=[O:20])[C@H:6]2[CH3:21])[CH2:26][CH2:25][CH2:24]1.